Regression/Classification. Given a drug SMILES string, predict its absorption, distribution, metabolism, or excretion properties. Task type varies by dataset: regression for continuous measurements (e.g., permeability, clearance, half-life) or binary classification for categorical outcomes (e.g., BBB penetration, CYP inhibition). Dataset: cyp1a2_veith. From a dataset of CYP1A2 inhibition data for predicting drug metabolism from PubChem BioAssay. (1) The compound is Oc1ccccc1-c1cc(-c2ccccc2)no1. The result is 1 (inhibitor). (2) The drug is Cc1ccc(Sc2nc(-c3ccccc3)ccc2C#N)cc1. The result is 1 (inhibitor). (3) The molecule is CN(C)CCC(C#N)(c1ccccc1)c1ccccc1. The result is 0 (non-inhibitor). (4) The molecule is C/C(=N/NS(=O)(=O)c1ccc(C)cc1)c1cccc(NC(=O)c2cccc(Cl)c2)c1. The result is 1 (inhibitor). (5) The molecule is CN(C)c1nccc(N(Cc2ccccc2)Cc2ccccc2)c1C#N. The result is 1 (inhibitor). (6) The compound is CCCc1nn2c(=O)c(C(c3ccc(C)cc3)c3c(O)nc4sc(CCC)nn4c3=O)c(O)nc2s1. The result is 0 (non-inhibitor). (7) The molecule is Cc1cc(=O)[nH]c2cc3oc4ccccc4c3cc12. The result is 1 (inhibitor).